Dataset: Full USPTO retrosynthesis dataset with 1.9M reactions from patents (1976-2016). Task: Predict the reactants needed to synthesize the given product. (1) Given the product [C:61]([CH2:60][NH:59][CH:56]1[CH2:55][CH2:54][N:33]([C:28]2[CH:27]=[CH:26][C:25]([NH:70][C:72]([C:46]3[CH:45]=[CH:44][C:43]([C:37]4[CH:38]=[CH:39][C:40]([F:42])=[CH:41][C:36]=4[F:35])=[CH:48][CH:47]=3)=[O:73])=[CH:30][CH:29]=2)[CH2:57]1)(=[O:8])[CH3:62], predict the reactants needed to synthesize it. The reactants are: CN(C([O:8]N1N=NC2C=CC=NC1=2)=[N+](C)C)C.F[P-](F)(F)(F)(F)F.[CH:25]1[CH:26]=[CH:27][C:28]2[N:33](O)N=N[C:29]=2[CH:30]=1.[F:35][C:36]1[CH:41]=[C:40]([F:42])[CH:39]=[CH:38][C:37]=1[C:43]1[CH:48]=[CH:47][C:46](C(O)=O)=[CH:45][CH:44]=1.NC1C=[CH:57][C:56]([N:59]2C[CH2:62][CH:61](N(C)C(=O)C)[CH2:60]2)=[CH:55][CH:54]=1.C[N:70]([CH:72]=[O:73])C. (2) Given the product [C:36]([NH:44][C:45]1[O:46][C:47]([C:54]([NH:56][C:57]2[CH:58]=[CH:59][C:60]([N:63]3[CH2:68][CH2:67][CH:66]([CH2:69][C:70]([OH:72])=[O:71])[CH2:65][CH2:64]3)=[N:61][CH:62]=2)=[O:55])=[C:48]([C:50]([F:52])([F:53])[F:51])[N:49]=1)(=[O:43])[C:37]1[CH:38]=[CH:39][CH:40]=[CH:41][CH:42]=1, predict the reactants needed to synthesize it. The reactants are: FC1C=CC=CC=1NC1OC(C(NC2C=CC(N3CCC(C(O)=O)CC3)=NC=2)=O)=C(C(F)(F)F)N=1.[C:36]([NH:44][C:45]1[O:46][C:47]([C:54]([NH:56][C:57]2[CH:58]=[CH:59][C:60]([N:63]3[CH2:68][CH2:67][CH:66]([CH2:69][C:70]([O:72]CC)=[O:71])[CH2:65][CH2:64]3)=[N:61][CH:62]=2)=[O:55])=[C:48]([C:50]([F:53])([F:52])[F:51])[N:49]=1)(=[O:43])[C:37]1[CH:42]=[CH:41][CH:40]=[CH:39][CH:38]=1. (3) Given the product [C:1]([O:5][C:6](=[O:7])[NH:8][C@H:9]([CH2:14][C:15]1[CH:20]=[CH:19][CH:18]=[CH:17][CH:16]=1)[CH:10]=[O:11])([CH3:4])([CH3:2])[CH3:3], predict the reactants needed to synthesize it. The reactants are: [C:1]([O:5][C:6]([NH:8][C@H:9]([CH2:14][C:15]1[CH:20]=[CH:19][CH:18]=[CH:17][CH:16]=1)[C:10](OC)=[O:11])=[O:7])([CH3:4])([CH3:3])[CH3:2].CC(C[AlH]CC(C)C)C.C1(C)C=CC=CC=1.C(C(C(C([O-])=O)O)O)([O-])=O.[K+].[Na+]. (4) Given the product [NH2:1][C:4]1[CH:5]=[CH:6][C:7]([C:10]2([CH2:14][OH:15])[CH2:13][CH2:12][CH2:11]2)=[CH:8][CH:9]=1, predict the reactants needed to synthesize it. The reactants are: [N+:1]([C:4]1[CH:9]=[CH:8][C:7]([C:10]2([CH2:14][OH:15])[CH2:13][CH2:12][CH2:11]2)=[CH:6][CH:5]=1)([O-])=O. (5) Given the product [C:1]([C:5]1[CH:6]=[CH:7][C:8]([S:11]([N:14]([C:15]2[CH:16]=[CH:17][C:18]([CH3:21])=[CH:19][CH:20]=2)[CH2:22][C:23]([N:29]([CH2:30][CH2:31][OH:32])[CH:26]([CH3:28])[CH3:27])=[O:24])(=[O:13])=[O:12])=[CH:9][CH:10]=1)([CH3:4])([CH3:3])[CH3:2], predict the reactants needed to synthesize it. The reactants are: [C:1]([C:5]1[CH:10]=[CH:9][C:8]([S:11]([N:14]([CH2:22][C:23](O)=[O:24])[C:15]2[CH:20]=[CH:19][C:18]([CH3:21])=[CH:17][CH:16]=2)(=[O:13])=[O:12])=[CH:7][CH:6]=1)([CH3:4])([CH3:3])[CH3:2].[CH:26]([NH:29][CH2:30][CH2:31][OH:32])([CH3:28])[CH3:27]. (6) Given the product [CH3:58][N:59]1[CH:63]=[CH:62][C:61]([NH:64][C:12](=[O:13])[CH:11]([N:8]2[CH:9]=[CH:10][C:5]([O:4][C:3]3[CH:20]=[CH:21][CH:22]=[C:23]([F:24])[C:2]=3[F:1])=[CH:6][C:7]2=[O:19])[CH2:15][CH:16]([CH3:18])[CH3:17])=[N:60]1, predict the reactants needed to synthesize it. The reactants are: [F:1][C:2]1[C:23]([F:24])=[CH:22][CH:21]=[CH:20][C:3]=1[O:4][C:5]1[CH:10]=[CH:9][N:8]([CH:11]([CH2:15][CH:16]([CH3:18])[CH3:17])[C:12](O)=[O:13])[C:7](=[O:19])[CH:6]=1.C(N(CC)C(C)C)(C)C.F[P-](F)(F)(F)(F)F.N1(OC(N(C)C)=[N+](C)C)C2N=CC=CC=2N=N1.[CH3:58][N:59]1[CH:63]=[CH:62][C:61]([NH2:64])=[N:60]1.